From a dataset of Full USPTO retrosynthesis dataset with 1.9M reactions from patents (1976-2016). Predict the reactants needed to synthesize the given product. (1) Given the product [OH:18][C:17]1[C:16]2[C:11](=[CH:12][CH:13]=[C:14]([O:19][C:20]3[CH:25]=[CH:24][CH:23]=[CH:22][CH:21]=3)[CH:15]=2)[CH:10]=[N:9][C:8]=1[C:6]([NH:26][CH2:27][CH2:28][C:29]([OH:31])=[O:30])=[O:7], predict the reactants needed to synthesize it. The reactants are: C(O[C:6]([C:8]1[N:9]=[CH:10][C:11]2[C:16]([C:17]=1[OH:18])=[CH:15][C:14]([O:19][C:20]1[CH:25]=[CH:24][CH:23]=[CH:22][CH:21]=1)=[CH:13][CH:12]=2)=[O:7])CCC.[NH2:26][CH2:27][CH2:28][C:29]([OH:31])=[O:30]. (2) Given the product [CH2:1]([N:8]1[C@@H:13]2[C@H:14]([C:16]3[N:20]([CH3:21])[N:19]=[N:18][N:17]=3)[CH2:15][C@@:9]1([C:39]1[CH:40]=[CH:41][CH:42]=[CH:43][CH:44]=1)[C@H:10]([O:22][C:23]([C:24]1[CH:25]=[C:26]([C:34]([F:36])([F:37])[F:35])[CH:27]=[C:28]([C:30]([F:33])([F:32])[F:31])[CH:29]=1)=[CH2:45])[CH2:11][CH2:12]2)[C:2]1[CH:3]=[CH:4][CH:5]=[CH:6][CH:7]=1, predict the reactants needed to synthesize it. The reactants are: [CH2:1]([N:8]1[C@@H:13]2[C@H:14]([C:16]3[N:20]([CH3:21])[N:19]=[N:18][N:17]=3)[CH2:15][C@@:9]1([C:39]1[CH:44]=[CH:43][CH:42]=[CH:41][CH:40]=1)[C@H:10]([O:22][C:23](=O)[C:24]1[CH:29]=[C:28]([C:30]([F:33])([F:32])[F:31])[CH:27]=[C:26]([C:34]([F:37])([F:36])[F:35])[CH:25]=1)[CH2:11][CH2:12]2)[C:2]1[CH:7]=[CH:6][CH:5]=[CH:4][CH:3]=1.[CH2:45](OCC)C. (3) Given the product [Br:11][C:8]1[CH:9]=[CH:10][C:4]([N+:1]([O-:3])=[O:2])=[CH:5][C:6]=1[NH2:7], predict the reactants needed to synthesize it. The reactants are: [N+:1]([C:4]1[CH:5]=[C:6]([CH:8]=[CH:9][CH:10]=1)[NH2:7])([O-:3])=[O:2].[Br:11]Br. (4) Given the product [CH2:1]1[CH2:21][N:20]2[C:4]3[C:5]([CH2:17][CH2:18][CH2:19]2)=[C:6]2[O:13][C:11](=[O:12])[C:10]([C:14]([OH:16])=[O:15])=[CH:9][C:7]2=[CH:8][C:3]=3[CH2:2]1.[NH2:30][CH:25]([CH2:26][CH2:27][CH2:28][CH3:29])[C:24]([OH:31])=[O:23], predict the reactants needed to synthesize it. The reactants are: [CH2:1]1[CH2:21][N:20]2[C:4]3[C:5]([CH2:17][CH2:18][CH2:19]2)=[C:6]2[O:13][C:11](=[O:12])[C:10]([C:14]([OH:16])=[O:15])=[CH:9][C:7]2=[CH:8][C:3]=3[CH2:2]1.C[O:23][C:24](=[O:31])[CH:25]([NH2:30])[CH2:26][CH2:27][CH2:28][CH3:29].ClC(Cl)Cl. (5) The reactants are: O[C:2]1[CH:7]=[CH:6][CH:5]=[CH:4][C:3]=1[C:8](=[O:10])[CH3:9].[CH2:11](Br)[C:12]1[CH:17]=[CH:16][CH:15]=[CH:14][CH:13]=1.C([O-])([O-])=[O:20].[K+].[K+]. Given the product [CH2:11]([O:20][CH2:9][C:8]([C:3]1[CH:4]=[CH:5][CH:6]=[CH:7][CH:2]=1)=[O:10])[C:12]1[CH:17]=[CH:16][CH:15]=[CH:14][CH:13]=1, predict the reactants needed to synthesize it. (6) Given the product [CH:1]([C:4]1[CH:9]=[CH:8][C:7]([C:16]2[CH2:17][CH2:18][NH:13][CH2:14][CH:15]=2)=[C:6]([OH:10])[CH:5]=1)([CH3:3])[CH3:2], predict the reactants needed to synthesize it. The reactants are: [CH:1]([C:4]1[CH:5]=[C:6]([OH:10])[CH:7]=[CH:8][CH:9]=1)([CH3:3])[CH3:2].Cl.O.[NH:13]1[CH2:18][CH2:17][C:16](=O)[CH2:15][CH2:14]1.Cl. (7) Given the product [CH3:12][S:13][C:14]1[CH:15]=[C:16]([NH:17][C:2]2[CH:7]=[CH:6][CH:5]=[CH:4][C:3]=2[CH2:8][C:9]([OH:11])=[O:10])[CH:18]=[CH:19][CH:20]=1, predict the reactants needed to synthesize it. The reactants are: Br[C:2]1[CH:7]=[CH:6][CH:5]=[CH:4][C:3]=1[CH2:8][C:9]([OH:11])=[O:10].[CH3:12][S:13][C:14]1[CH:15]=[C:16]([CH:18]=[CH:19][CH:20]=1)[NH2:17]. (8) Given the product [CH3:20][S:21]([C:24]1[CH:29]=[CH:28][C:27]([S:19][C:10]2[CH:11]=[C:12]([C:15]([F:16])([F:17])[F:18])[CH:13]=[CH:14][C:9]=2[O:8][CH2:1][C:2]2[CH:3]=[CH:4][CH:5]=[CH:6][CH:7]=2)=[C:26]([Cl:31])[CH:25]=1)(=[O:23])=[O:22], predict the reactants needed to synthesize it. The reactants are: [CH2:1]([O:8][C:9]1[CH:14]=[CH:13][C:12]([C:15]([F:18])([F:17])[F:16])=[CH:11][C:10]=1[SH:19])[C:2]1[CH:7]=[CH:6][CH:5]=[CH:4][CH:3]=1.[CH3:20][S:21]([C:24]1[CH:29]=[CH:28][C:27](F)=[C:26]([Cl:31])[CH:25]=1)(=[O:23])=[O:22]. (9) Given the product [CH2:35]([O:42][C:43]1[CH:70]=[CH:69][C:68]([O:14][CH:11]2[CH2:12][CH2:13][N:8]([C:6]([O:5][C:1]([CH3:4])([CH3:2])[CH3:3])=[O:7])[CH2:9][CH2:10]2)=[CH:67][C:44]=1[C:45]([NH:47][C:48]1[CH:60]=[C:59]([C:61]2[CH:62]=[CH:63][CH:64]=[CH:65][CH:66]=2)[CH:58]=[CH:57][C:49]=1[C:50]([O:52][CH:24]1[CH2:25][CH2:34][N:21]([C:15]([O:17][C:74]([CH3:79])([CH3:76])[CH3:73])=[O:18])[CH2:22][CH2:23]1)=[O:51])=[O:46])[C:36]1[CH:41]=[CH:40][CH:39]=[CH:38][CH:37]=1, predict the reactants needed to synthesize it. The reactants are: [C:1]([O:5][C:6]([N:8]1[CH2:13][CH2:12][CH:11]([OH:14])[CH2:10][CH2:9]1)=[O:7])([CH3:4])([CH3:3])[CH3:2].[C:15](=[O:18])([O-:17])[O-].[Cs+].[Cs+].[N:21]1[C:34]2[C:25](=CC=C3C=2N=CC=C3)[CH:24]=[CH:23][CH:22]=1.[CH2:35]([O:42][C:43]1[CH:70]=[CH:69][C:68](I)=[CH:67][C:44]=1[C:45]([NH:47][C:48]1[CH:60]=[C:59]([C:61]2[CH:66]=[CH:65][CH:64]=[CH:63][CH:62]=2)[CH:58]=[CH:57][C:49]=1[C:50]([O:52]C(C)(C)C)=[O:51])=[O:46])[C:36]1[CH:41]=[CH:40][CH:39]=[CH:38][CH:37]=1.C(O)(=O)[CH2:73][C:74]([CH2:79]C(O)=O)([C:76](O)=O)O. (10) Given the product [F:31][C:25]1[CH:26]=[C:27]([F:30])[CH:28]=[CH:29][C:24]=1[CH2:23][N:1]1[CH2:2][CH2:3][C:4]2([O:11][C:10]3[C:12]4[C:17]([C:18](=[O:21])[C:19](=[O:20])[C:9]=3[S:8][CH2:7]2)=[CH:16][CH:15]=[CH:14][CH:13]=4)[CH2:5][CH2:6]1, predict the reactants needed to synthesize it. The reactants are: [NH:1]1[CH2:6][CH2:5][C:4]2([O:11][C:10]3[C:12]4[C:17]([C:18](=[O:21])[C:19](=[O:20])[C:9]=3[S:8][CH2:7]2)=[CH:16][CH:15]=[CH:14][CH:13]=4)[CH2:3][CH2:2]1.Br[CH2:23][C:24]1[CH:29]=[CH:28][C:27]([F:30])=[CH:26][C:25]=1[F:31].